Regression/Classification. Given a drug SMILES string, predict its absorption, distribution, metabolism, or excretion properties. Task type varies by dataset: regression for continuous measurements (e.g., permeability, clearance, half-life) or binary classification for categorical outcomes (e.g., BBB penetration, CYP inhibition). For this dataset (solubility_aqsoldb), we predict Y. From a dataset of Aqueous solubility values for 9,982 compounds from the AqSolDB database. (1) The drug is CCCCCN(N=Cc1ccc([N+](=O)[O-])o1)C(N)=O. The Y is -2.90 log mol/L. (2) The drug is O=C(O)CSC(C(=O)O)c1ccccc1. The Y is -1.23 log mol/L. (3) The molecule is CCCCC(CC)COP(=O)(OCC(CC)CCCC)OCC(CC)CCCC. The Y is -8.86 log mol/L. (4) The compound is CCCC1CCCC1. The Y is -4.74 log mol/L.